Dataset: Reaction yield outcomes from USPTO patents with 853,638 reactions. Task: Predict the reaction yield, written as a fraction of the theoretical maximum amount of product (1.0 means a 100% yield; for example, 0.34 means a 34% yield). The product is [C:17]1(=[CH:11][C:12]([O:14][CH2:15][CH3:16])=[O:13])[CH2:22][CH2:21][CH2:20][CH2:19][CH2:18]1. The reactants are [H-].[Na+].C(OP([CH2:11][C:12]([O:14][CH2:15][CH3:16])=[O:13])(OCC)=O)C.[C:17]1(=O)[CH2:22][CH2:21][CH2:20][CH2:19][CH2:18]1. The catalyst is CCOCC. The yield is 0.330.